This data is from Peptide-MHC class I binding affinity with 185,985 pairs from IEDB/IMGT. The task is: Regression. Given a peptide amino acid sequence and an MHC pseudo amino acid sequence, predict their binding affinity value. This is MHC class I binding data. (1) The peptide sequence is SVNCFTSLVWAPL. The MHC is HLA-A24:02 with pseudo-sequence HLA-A24:02. The binding affinity (normalized) is 0.169. (2) The peptide sequence is GEHWLGRIW. The MHC is HLA-A11:01 with pseudo-sequence HLA-A11:01. The binding affinity (normalized) is 0.0847.